This data is from Reaction yield outcomes from USPTO patents with 853,638 reactions. The task is: Predict the reaction yield, written as a fraction of the theoretical maximum amount of product (1.0 means a 100% yield; for example, 0.34 means a 34% yield). (1) The reactants are [H-].[Na+].[C:3]([O:11][CH2:12][CH3:13])(=[O:10])[CH2:4][C:5]([O:7][CH2:8][CH3:9])=[O:6].Br[CH2:15][CH:16]([CH2:47]Br)[CH2:17][C:18]1[CH:19]=[C:20]2[C:26]3([CH2:30][CH2:29][N:28]([C:31]([O:33][C:34]([CH3:37])([CH3:36])[CH3:35])=[O:32])[CH2:27]3)[CH2:25][N:24]([C:38]([O:40][CH2:41][CH2:42][Si:43]([CH3:46])([CH3:45])[CH3:44])=[O:39])[C:21]2=[CH:22][CH:23]=1.O. The catalyst is CN(C)C=O. The product is [CH2:12]([O:11][C:3]([C:4]1([C:5]([O:7][CH2:8][CH3:9])=[O:6])[CH2:15][CH:16]([CH2:17][C:18]2[CH:19]=[C:20]3[C:26]4([CH2:30][CH2:29][N:28]([C:31]([O:33][C:34]([CH3:37])([CH3:36])[CH3:35])=[O:32])[CH2:27]4)[CH2:25][N:24]([C:38]([O:40][CH2:41][CH2:42][Si:43]([CH3:45])([CH3:46])[CH3:44])=[O:39])[C:21]3=[CH:22][CH:23]=2)[CH2:47]1)=[O:10])[CH3:13]. The yield is 0.410. (2) The reactants are [CH3:1][N:2]1[CH2:10][C:9]2[C:4](=[C:5]([N+:20]([O-:22])=[O:21])[CH:6]=[CH:7][C:8]=2B2OC(C)(C)C(C)(C)O2)[C:3]1=[O:23].FC(F)(F)S(O[C:30]1[CH2:35][CH2:34][CH:33]([C:36]([O:38][CH2:39][CH3:40])=[O:37])[CH2:32][CH:31]=1)(=O)=O.C(=O)([O-])[O-].[K+].[K+].ClCCl.O1CCOCC1.O. The catalyst is C1C=CC(P(C2C=CC=CC=2)[C-]2C=CC=C2)=CC=1.C1C=CC(P(C2C=CC=CC=2)[C-]2C=CC=C2)=CC=1.Cl[Pd]Cl.[Fe+2]. The product is [CH3:1][N:2]1[CH2:10][C:9]2[C:4](=[C:5]([N+:20]([O-:22])=[O:21])[CH:6]=[CH:7][C:8]=2[C:30]2[CH2:35][CH2:34][CH:33]([C:36]([O:38][CH2:39][CH3:40])=[O:37])[CH2:32][CH:31]=2)[C:3]1=[O:23]. The yield is 0.630. (3) The reactants are [Br:1][C:2]1[S:3][CH:4]=[CH:5][C:6]=1[C:7]([OH:9])=[O:8].[C:10](Cl)(=O)C(Cl)=O. The catalyst is C(Cl)Cl.CN(C=O)C. The product is [Br:1][C:2]1[S:3][CH:4]=[CH:5][C:6]=1[C:7]([O:9][CH3:10])=[O:8]. The yield is 0.980. (4) The reactants are [CH3:1][O:2][C:3]1[CH:4]=[C:5]([NH:14][C:15]([C@@H:17]2[CH2:21][CH2:20][CH2:19][NH:18]2)=[O:16])[CH:6]=[CH:7][C:8]=1[C:9]1[O:13][CH:12]=[N:11][CH:10]=1.C(N(C(C)C)CC)(C)C.[C:31](Cl)(=[O:35])[CH:32]([CH3:34])[CH3:33]. The catalyst is ClCCl. The product is [C:31]([N:18]1[CH2:19][CH2:20][CH2:21][C@H:17]1[C:15]([NH:14][C:5]1[CH:6]=[CH:7][C:8]([C:9]2[O:13][CH:12]=[N:11][CH:10]=2)=[C:3]([O:2][CH3:1])[CH:4]=1)=[O:16])(=[O:35])[CH:32]([CH3:34])[CH3:33]. The yield is 0.410. (5) The reactants are C(N(CC)CC)C.Cl.[NH2:9][C@@H:10]1[CH2:15][CH2:14][C@H:13]([C:16]([O:18][CH3:19])=[O:17])[CH2:12][CH2:11]1.[CH3:20][C:21]([S:24](Cl)=[O:25])([CH3:23])[CH3:22].Cl. The catalyst is C(OCC)(=O)C. The product is [CH3:20][C:21]([S:24]([NH:9][C@@H:10]1[CH2:11][CH2:12][C@H:13]([C:16]([O:18][CH3:19])=[O:17])[CH2:14][CH2:15]1)=[O:25])([CH3:23])[CH3:22]. The yield is 0.0109. (6) The reactants are C([O:3][C:4]([C:6]1[N:7]([CH2:15][C:16]#[N:17])[C:8]2[C:13]([CH:14]=1)=[CH:12][CH:11]=[CH:10][CH:9]=2)=[O:5])C.O[Li].O. The catalyst is C1COCC1.O. The product is [C:16]([CH2:15][N:7]1[C:8]2[C:13](=[CH:12][CH:11]=[CH:10][CH:9]=2)[CH:14]=[C:6]1[C:4]([OH:5])=[O:3])#[N:17]. The yield is 0.700. (7) The reactants are C(O[CH:4]([O:28]CC)[CH2:5][CH2:6][NH:7][C:8](=[O:27])[C@H:9]([CH2:23][CH:24]([CH3:26])[CH3:25])[NH:10][C:11]([C:13]1[S:14][C:15](/[CH:20]=[CH:21]\[CH3:22])=[C:16]([CH:18]=C)[CH:17]=1)=[O:12])C.CC1C=CC(S(O)(=O)=O)=CC=1.O. The catalyst is CC(C)=O.O.O. The product is [CH3:26][CH:24]([CH3:25])[CH2:23][C@H:9]([NH:10][C:11]([C:13]1[S:14][C:15]2[CH:20]=[CH:21][CH:22]=[CH:18][C:16]=2[CH:17]=1)=[O:12])[C:8]([NH:7][CH2:6][CH2:5][CH:4]=[O:28])=[O:27]. The yield is 0.940.